Regression. Given a peptide amino acid sequence and an MHC pseudo amino acid sequence, predict their binding affinity value. This is MHC class II binding data. From a dataset of Peptide-MHC class II binding affinity with 134,281 pairs from IEDB. The peptide sequence is AARVTQILSSLTITQLLKRLHQWI. The MHC is DRB1_0101 with pseudo-sequence DRB1_0101. The binding affinity (normalized) is 0.